From a dataset of Full USPTO retrosynthesis dataset with 1.9M reactions from patents (1976-2016). Predict the reactants needed to synthesize the given product. (1) Given the product [Br:40][C:37]1[CH:38]=[CH:39][C:30]([NH:29][C:23](=[O:25])[CH2:22][O:21][C:20]2[CH:26]=[CH:27][CH:28]=[C:18]([C:15]3[CH:16]=[CH:17][O:13][CH:14]=3)[CH:19]=2)=[C:31]([CH:36]=1)[C:32]([O:34][CH3:35])=[O:33], predict the reactants needed to synthesize it. The reactants are: Cl.C(N=C=NCCCN(C)C)C.[O:13]1[CH:17]=[CH:16][C:15]([C:18]2[CH:19]=[C:20]([CH:26]=[CH:27][CH:28]=2)[O:21][CH2:22][C:23]([OH:25])=O)=[CH:14]1.[NH2:29][C:30]1[CH:39]=[CH:38][C:37]([Br:40])=[CH:36][C:31]=1[C:32]([O:34][CH3:35])=[O:33].ON1C2C=CC=CC=2N=N1.CN1C=CN=C1. (2) Given the product [CH3:26][N:27]1[CH2:6][CH2:5][CH:4]([C:8]2[N:12]3[CH:13]=[C:14]([CH3:17])[CH:15]=[CH:16][C:11]3=[N:10][C:9]=2[C:18]2[CH:23]=[CH:22][C:21]([CH3:24])=[CH:20][CH:19]=2)[C:3]1=[O:25], predict the reactants needed to synthesize it. The reactants are: CO[C:3](=[O:25])[CH:4]([C:8]1[N:12]2[CH:13]=[C:14]([CH3:17])[CH:15]=[CH:16][C:11]2=[N:10][C:9]=1[C:18]1[CH:23]=[CH:22][C:21]([CH3:24])=[CH:20][CH:19]=1)[CH2:5][CH:6]=O.[CH3:26][NH2:27].[BH4-].[Na+].O.